From a dataset of Human Reference Interactome with 51,813 positive PPI pairs across 8,248 proteins, plus equal number of experimentally-validated negative pairs. Binary Classification. Given two protein amino acid sequences, predict whether they physically interact or not. (1) Protein 1 (ENSG00000139144) has sequence MAYSWQTDPNPNESHEKQYEHQEFLFVNQPHSSSQVSLGFDQIVDEISGKIPHYESEIDENTFFVPTAPKWDSTGHSLNEAHQISLNEFTSKSRELSWHQVSKAPAIGFSPSVLPKPQNTNKECSWGSPIGKHHGADDSRFSILAPSFTSLDKINLEKELENENHNYHIGFESSIPPTNSSFSSDFMPKEENKRSGHVNIVEPSLMLLKGSLQPGMWESTWQKNIESIGCSIQLVEVPQSSNTSLASFCNKVKKIRERYHAADVNFNSGKIWSTTTAFPYQLFSKTKFNIHIFIDNSTQP.... Protein 2 (ENSG00000120937) has sequence MDPQTAPSRALLLLLFLHLAFLGGRSHPLGSPGSASDLETSGLQEQRNHLQGKLSELQVEQTSLEPLQESPRPTGVWKSREVATEGIRGHRKMVLYTLRAPRSPKMVQGSGCFGRKMDRISSSSGLGCKVLRRH*. Result: 0 (the proteins do not interact). (2) Protein 1 (ENSG00000102145) has sequence MEFPGLGSLGTSEPLPQFVDPALVSSTPESGVFFPSGPEGLDAAASSTAPSTATAAAAALAYYRDAEAYRHSPVFQVYPLLNCMEGIPGGSPYAGWAYGKTGLYPASTVCPTREDSPPQAVEDLDGKGSTSFLETLKTERLSPDLLTLGPALPSSLPVPNSAYGGPDFSSTFFSPTGSPLNSAAYSSPKLRGTLPLPPCEARECVNCGATATPLWRRDRTGHYLCNACGLYHKMNGQNRPLIRPKKRLIVSKRAGTQCTNCQTTTTTLWRRNASGDPVCNACGLYYKLHQVNRPLTMRKD.... Protein 2 (ENSG00000114698) has sequence MSGVVPTAPEQPAGEMENQTKPPDPRPDAPPEYNSHFLPGPPGTAVPPPTGYPGGLPMGYYSPQQPSTFPLYQPVGGIHPVRYQPGKYPMPNQSVPITWMPGPTPMANCPPGLEYLVQLDNIHVLQHFEPLEMMTCFETNNRYDIKNNSDQMVYIVTEDTDDFTRNAYRTLRPFVLRVTDCMGREIMTMQRPFRCTCCCFCCPSARQELEVQCPPGVTIGFVAEHWNLCRAVYSIQNEKKENVMRVRGPCSTYGCGSDSVFEVKSLDGISNIGSIIRKWNGLLSAMADADHFDIHFPLDL.... Result: 1 (the proteins interact). (3) Protein 1 (ENSG00000151065) has sequence MAAVAAGGLVGKGRDISLAALQRHDPYINRIVDVASQVALYTFGHRANEWEKTDVEGTLFVYTRSASPKHGFTIMNRLSMENRTEPITKDLDFQLQDPFLLYRNARLSIYGIWFYDKEECQRIAELMKNLTQYEQLKAHQGTGAGISPVILNSGEGKEVDILRMLIKAKDEYTKCKTCSEPKKITSSSAIYDNPNLIKPIPVKPSENQQQRIPQPNQTLDPEPQHLSLTALFGKQDKATCQETVEPPQTLHQQQQQQQQQQEKLPIRQGVVRSLSYEEPRRHSPPIEKQLCPAIQKLMVR.... Protein 2 (ENSG00000173889) has sequence MAEAEFKDHSTAMDTEPNPGTSSVSTTTSSTTTTTITTSSSRMQQPQISVYSGSDRHAVQVIQQALHRPPSSAAQYLQQMYAAQQQHLMLHTAALQQQHLSSSQLQSLAAVQASLSSGRPSTSPTGSVTQQSSMSQTSVQNLTLRSQKLGVLSSSQNGPPKSTSQTQSLTICHNKTTVTSSKMAEAEFKDHSTAMDTEPNPGTSSVSTTTSSTTTTTITTSSSRMQQPQISVYSGSDRHAVQVIQQALHRPPSSAAQYLQQMYAAQQQHLMLHTAALQQQHLSSSQLQSLAAVQASLSSG.... Result: 0 (the proteins do not interact). (4) Protein 2 (ENSG00000169953) has sequence MAHVSSETQDVSPKDELTASEASTRSPLCEHTFPGDSDLRSMIEEHAFQVLSQGSLLESPSYTVCVSEPDKDDDFLSLNFPRKLWKIVESDQFKSISWDENGTCIVINEELFKKEILETKAPYRIFQTDAIKSFVRQLNLYGFSKIQQNFQRSAFLATFLSEEKESSVLSKLKFYYNPNFKRGYPQLLVRVKRRIGVKNASPISTLFNEDFNKKHFRAGANMENHNSALAAEASEESLFSASKNLNMPLTRESSVRQIIANSSVPIRSGFPPPSPSTSVGPSEQIATDQHAILNQLTTIH.... Result: 1 (the proteins interact). Protein 1 (ENSG00000124191) has sequence MDVRLYPSAPAVGARPGAEPAGLAHLDYYHGGKFDGDSAYVGMSDGNPELLSTSQTYNGQSENNEDYEIPPITPPNLPEPSLLHLGDHEASYHSLCHGLTPNGLLPAYSYQAMDLPAIMVSNMLAQDSHLLSGQLPTIQEMVHSEVAAYDSGRPGPLLGRPAMLASHMSALSQSQLISQMGIRSSIAHSSPSPPGSKSATPSPSSSTQEEESEVHFKISGEKRPSADPGKKAKNPKKKKKKDPNEPQKPVSAYALFFRDTQAAIKGQNPSATFGDVSKIVASMWDSLGEEQKQAYKRKTE....